From a dataset of Reaction yield outcomes from USPTO patents with 853,638 reactions. Predict the reaction yield, written as a fraction of the theoretical maximum amount of product (1.0 means a 100% yield; for example, 0.34 means a 34% yield). (1) The reactants are [CH3:1][C@@H:2]1[CH2:4][O:3]1.[CH3:5][NH:6][CH2:7][CH:8]=[CH2:9].FC(F)(F)S([O-])(=O)=O.[Yb+3].FC(F)(F)S([O-])(=O)=O.FC(F)(F)S([O-])(=O)=O. The catalyst is O1CCOCC1. The product is [CH2:7]([N:6]([CH3:5])[CH2:4][C@H:2]([OH:3])[CH3:1])[CH:8]=[CH2:9]. The yield is 0.290. (2) The yield is 0.990. No catalyst specified. The product is [CH2:1]([Sn:5]([CH2:6][CH2:7][CH2:8][CH3:9])([O:15][CH2:14][CH:13]([CH2:16][CH3:17])[CH2:11][CH3:12])[O:10][Sn:5]([CH2:6][CH2:7][CH2:8][CH3:9])([CH2:1][CH2:2][CH2:3][CH3:4])[O:15][CH2:14][CH:13]([CH2:16][CH3:17])[CH2:11][CH3:12])[CH2:2][CH2:3][CH3:4]. The reactants are [CH2:1]([Sn:5](=[O:10])[CH2:6][CH2:7][CH2:8][CH3:9])[CH2:2][CH2:3][CH3:4].[CH2:11]([CH:13]([CH2:16][CH3:17])[CH2:14][OH:15])[CH3:12].